This data is from Full USPTO retrosynthesis dataset with 1.9M reactions from patents (1976-2016). The task is: Predict the reactants needed to synthesize the given product. Given the product [CH3:5][O-:12].[Na+:4].[CH2:5]([O:12][C:13]1[CH:18]=[CH:17][C:16]([C:19]2[NH:38][C:22]3=[N:23][C:24]([N:27]4[CH2:32][CH2:31][N:30]([S:33]([CH2:36][CH3:37])(=[O:35])=[O:34])[CH2:29][CH2:28]4)=[CH:25][CH:26]=[C:21]3[N:20]=2)=[CH:15][C:14]=1[O:44][CH3:43])[C:6]1[CH:11]=[CH:10][CH:9]=[CH:8][CH:7]=1, predict the reactants needed to synthesize it. The reactants are: [Na].C[O-].[Na+:4].[CH2:5]([O:12][C:13]1[CH:18]=[CH:17][C:16]([C:19]2[NH:38][C:22]3=[N:23][C:24]([N:27]4[CH2:32][CH2:31][N:30]([S:33]([CH2:36][CH3:37])(=[O:35])=[O:34])[CH2:29][CH2:28]4)=[CH:25][CH:26]=[C:21]3[N:20]=2)=[CH:15][C:14]=1Br)[C:6]1[CH:11]=[CH:10][CH:9]=[CH:8][CH:7]=1.CN([CH:43]=[O:44])C.